Task: Predict the reaction yield, written as a fraction of the theoretical maximum amount of product (1.0 means a 100% yield; for example, 0.34 means a 34% yield).. Dataset: Reaction yield outcomes from USPTO patents with 853,638 reactions The reactants are Br[C:2]1[CH:3]=[N:4][CH:5]=[C:6]([N+:9]([O-:11])=[O:10])[C:7]=1[NH2:8].[N:12]1[CH:17]=[CH:16][CH:15]=[C:14](B(O)O)[CH:13]=1.C([O-])([O-])=O.[Na+].[Na+]. The catalyst is Cl[Pd](Cl)([P](C1C=CC=CC=1)(C1C=CC=CC=1)C1C=CC=CC=1)[P](C1C=CC=CC=1)(C1C=CC=CC=1)C1C=CC=CC=1.O1CCOCC1. The product is [N+:9]([C:6]1[C:7]([NH2:8])=[C:2]([C:14]2[CH:13]=[N:12][CH:17]=[CH:16][CH:15]=2)[CH:3]=[N:4][CH:5]=1)([O-:11])=[O:10]. The yield is 0.870.